This data is from Full USPTO retrosynthesis dataset with 1.9M reactions from patents (1976-2016). The task is: Predict the reactants needed to synthesize the given product. (1) Given the product [CH2:1]([O:3][C:4](=[O:27])[CH2:5][O:6][C:7]1[CH:12]=[C:11]([F:13])[C:10]([CH3:14])=[CH:9][C:8]=1[C:15](=[S:29])[NH:16][CH2:17][C:18]1[CH:23]=[CH:22][C:21]([Br:24])=[CH:20][C:19]=1[F:25])[CH3:2], predict the reactants needed to synthesize it. The reactants are: [CH2:1]([O:3][C:4](=[O:27])[CH2:5][O:6][C:7]1[CH:12]=[C:11]([F:13])[C:10]([CH3:14])=[CH:9][C:8]=1[C:15](=O)[NH:16][CH2:17][C:18]1[CH:23]=[CH:22][C:21]([Br:24])=[CH:20][C:19]=1[F:25])[CH3:2].P12(SP3(SP(SP(S3)(S1)=S)(=S)S2)=S)=[S:29]. (2) Given the product [CH3:30][N:26]1[CH2:27][CH2:28][CH2:29][N:24]2[C:23](=[O:32])[N:22]=[C:21]([O:14][CH2:13][C:10]3[CH:9]=[CH:8][C:7]([O:6][C:5]4[CH:15]=[CH:16][CH:17]=[C:3]([C:2]([F:18])([F:19])[F:1])[CH:4]=4)=[CH:12][CH:11]=3)[CH:31]=[C:25]12, predict the reactants needed to synthesize it. The reactants are: [F:1][C:2]([F:19])([F:18])[C:3]1[CH:4]=[C:5]([CH:15]=[CH:16][CH:17]=1)[O:6][C:7]1[CH:12]=[CH:11][C:10]([CH2:13][OH:14])=[CH:9][CH:8]=1.Cl[C:21]1[CH:31]=[C:25]2[N:26]([CH3:30])[CH2:27][CH2:28][CH2:29][N:24]2[C:23](=[O:32])[N:22]=1. (3) Given the product [C:28]([C:32]1[N:33]=[C:34]([N:61]2[CH2:62][CH2:63][C:59]3([CH2:56][O:57][CH2:58]3)[CH2:60]2)[C:35]2[N:40]=[N:39][N:38]([CH2:41][C:42]3[CH:47]=[CH:46][CH:45]=[CH:44][C:43]=3[Cl:48])[C:36]=2[N:37]=1)([CH3:31])([CH3:30])[CH3:29], predict the reactants needed to synthesize it. The reactants are: C(C1N=C(N2CCOCC2)C2N=NN(CC3C=CC=CC=3Cl)C=2N=1)(C)(C)C.[C:28]([C:32]1[N:33]=[C:34](Cl)[C:35]2[N:40]=[N:39][N:38]([CH2:41][C:42]3[CH:47]=[CH:46][CH:45]=[CH:44][C:43]=3[Cl:48])[C:36]=2[N:37]=1)([CH3:31])([CH3:30])[CH3:29].C(O)(=O)C(O)=O.[CH2:56]1[C:59]2([CH2:63][CH2:62][NH:61][CH2:60]2)[CH2:58][O:57]1.